Dataset: Catalyst prediction with 721,799 reactions and 888 catalyst types from USPTO. Task: Predict which catalyst facilitates the given reaction. Reactant: C[O:2][C:3]([C:5]1[CH:6]=[C:7]2[C:11](=[CH:12][CH:13]=1)[C:10](=[O:14])[N:9]([CH3:15])[CH2:8]2)=O.CC(C[AlH]CC(C)C)C. Product: [OH:2][CH2:3][C:5]1[CH:6]=[C:7]2[C:11](=[CH:12][CH:13]=1)[C:10](=[O:14])[N:9]([CH3:15])[CH2:8]2. The catalyst class is: 2.